Dataset: Forward reaction prediction with 1.9M reactions from USPTO patents (1976-2016). Task: Predict the product of the given reaction. (1) Given the reactants C([O:4][C:5]1[C:14]([CH3:15])=[CH:13][CH:12]=[C:11]2[C:6]=1[CH2:7][C@@H:8]([CH:19]1[CH2:24][CH2:23][N:22]([CH2:25][CH2:26][C:27]3[CH:32]=[CH:31][CH:30]=[CH:29][CH:28]=3)[CH2:21][CH2:20]1)[O:9][C@H:10]2[CH2:16][NH:17][CH3:18])(C)C.B(Cl)(Cl)[Cl:34], predict the reaction product. The product is: [ClH:34].[ClH:34].[CH3:15][C:14]1[CH:13]=[CH:12][C:11]2[C@H:10]([CH2:16][NH:17][CH3:18])[O:9][C@H:8]([CH:19]3[CH2:20][CH2:21][N:22]([CH2:25][CH2:26][C:27]4[CH:32]=[CH:31][CH:30]=[CH:29][CH:28]=4)[CH2:23][CH2:24]3)[CH2:7][C:6]=2[C:5]=1[OH:4]. (2) Given the reactants [Br:1][C:2]1[CH:7]=[CH:6][C:5]([CH2:8][C:9]#[N:10])=[CH:4][CH:3]=1.B.Cl, predict the reaction product. The product is: [Br:1][C:2]1[CH:7]=[CH:6][C:5]([CH2:8][CH2:9][NH2:10])=[CH:4][CH:3]=1. (3) The product is: [N:11]1([CH2:9][C@@H:8]([NH2:7])[CH:15]([CH3:17])[CH3:16])[CH2:14][CH2:13][CH2:12]1. Given the reactants [H-].[H-].[H-].[H-].[Li+].[Al+3].[NH2:7][C@@H:8]([CH:15]([CH3:17])[CH3:16])[C:9]([N:11]1[CH2:14][CH2:13][CH2:12]1)=O.[OH-].[Na+].[O-]S([O-])(=O)=O.[Na+].[Na+], predict the reaction product. (4) Given the reactants [C:1]([O:5][C:6](=[O:29])[CH2:7][N:8]([S:18]([C:21]1[CH:26]=[C:25]([Cl:27])[CH:24]=[C:23]([Cl:28])[CH:22]=1)(=[O:20])=[O:19])[C:9]1[CH:10]=[C:11]2[C:15](=[CH:16][CH:17]=1)[NH:14][CH:13]=[CH:12]2)([CH3:4])([CH3:3])[CH3:2].[Cl:30][C:31]1[N:36]=[C:35](Cl)[CH:34]=[C:33]([Cl:38])[N:32]=1, predict the reaction product. The product is: [C:1]([O:5][C:6](=[O:29])[CH2:7][N:8]([S:18]([C:21]1[CH:22]=[C:23]([Cl:28])[CH:24]=[C:25]([Cl:27])[CH:26]=1)(=[O:19])=[O:20])[C:9]1[CH:10]=[C:11]2[C:15](=[CH:16][CH:17]=1)[N:14]([C:35]1[CH:34]=[C:33]([Cl:38])[N:32]=[C:31]([Cl:30])[N:36]=1)[CH:13]=[CH:12]2)([CH3:4])([CH3:2])[CH3:3].